This data is from Experimentally validated miRNA-target interactions with 360,000+ pairs, plus equal number of negative samples. The task is: Binary Classification. Given a miRNA mature sequence and a target amino acid sequence, predict their likelihood of interaction. (1) The miRNA is hsa-miR-2276-3p with sequence UCUGCAAGUGUCAGAGGCGAGG. The protein sequence of the target gene is MSSSLLAGGHMVSLTPCEESRMALHPTPSPGLPALCPYYTTESWGTQPLMAPTLRKGSSDRLQQAQQAEARAHCLLQGPGEQASGASQDLESCIDFSLEALNQMILEIDPTFQLLPSGTAGPQAESTNSIMSRNKKEEPEALDIKYIEVTSTRSRYLDGPQRCSSPCATPPFGSPRSGSLFLSRDIPRETRSSSNESLIFSGNQGRGPSPLTPSSLSNAIPCRESRTSGSPLATPPGWEKGLRAPQRGSRVSILSASPVSDVSYVFGSNQSLPHSSLSSYPSSSRSLGSPASSSSSLHSL.... Result: 0 (no interaction). (2) The miRNA is hsa-miR-28-5p with sequence AAGGAGCUCACAGUCUAUUGAG. The protein sequence of the target gene is MADSENQGPAEPSQAAAAAEAAAEEVMAEGGAQGGDCDSAAGDPDSAAGQMAEEPQTPAENAPKPKNDFIESLPNSVKCRVLALKKLQKRCDKIEAKFDKEFQALEKKYNDIYKPLLAKIQELTGEMEGCAWTLEGEEEEEEEYEDDEEEGEDEEEEEAAAEAAAGAKHDDAHAEMPDDAKK. Result: 0 (no interaction). (3) The miRNA is hsa-miR-6127 with sequence UGAGGGAGUGGGUGGGAGG. The protein sequence of the target gene is MVFRSPLDLYSSHFLLPNFADSHHRSILLASSGGGNGAGGGGGAGGGSGGGNGAGGGGAGGAGGGGGGGSRAPPEELSMFQLPTLNFSPEQVASVCETLEETGDIERLGRFLWSLPVAPGACEAINKHESILRARAVVAFHTGNFRDLYHILENHKFTKESHGKLQAMWLEAHYQEAEKLRGRPLGPVDKYRVRKKFPLPRTIWDGEQKTHCFKERTRSLLREWYLQDPYPNPSKKRELAQATGLTPTQVGNWFKNRRQRDRAAAAKNRLQHQAIGPSGMRSLAEPGCPTHGSAESPSTA.... Result: 1 (interaction). (4) The miRNA is mmu-miR-125b-5p with sequence UCCCUGAGACCCUAACUUGUGA. The protein sequence of the target gene is MPGLWRQRLPSAWALLLLPFLPLLMPAAPAAHRGSYKPVIVVHGLFDSSYSFRHLLDYINETHTGTVVTVLDLFDGRESLRPLWEQVQGFREAVVPIMEKAPEGVHLICYSQGGLVCRALLSVMDNHNVDSFISLSSPQMGQYGDTDYLKWLFPTSMRSNLYRVCYSPWGQEFSICNYWHDPHHDDLYLNASSFLALINGERDHPNATAWRKNFLRVGRLVLIGGPDDGVITPWQSSFFGFYDANETVLEMEEQPVYLRDSFGLKTLLARGAIVRCPMAGISHTTWHSNRTLYDTCIEPW.... Result: 1 (interaction). (5) The miRNA is hsa-miR-615-3p with sequence UCCGAGCCUGGGUCUCCCUCUU. The protein sequence of the target gene is MAEAEGESLESWLNKATNPSNRQEDWEYIIGFCDQINKELEGPQIAVRLLAHKIQSPQEWEALQALTVLEACMKNCGRRFHNEVGKFRFLNELIKVVSPKYLGDRVSEKVKTKVIELLYSWTMALPEEAKIKDAYHMLKRQGIVQSDPPIPVDRTLIPSPPPRPKNPVFDDEEKSKLLAKLLKSKNPDDLQEANKLIKSMVKEDEARIQKVTKRLHTLEEVNNNVRLLSEMLLHYSQEDSSDGDRELMKELFDQCENKRRTLFKLASETEDNDNSLGDILQASDNLSRVINSYKTIIEGQ.... Result: 1 (interaction). (6) The protein sequence of the target gene is MEGNGPAAVHYQPASPPRDACVYSSCYCEENIWKLCEYIKNHDQYPLEECYAVFISNERKMIPIWKQQARPGDGPVIWDYHVVLLHVSSGGQNFIYDLDTVLPFPCLFDTYVEDAFKSDDDIHPQFRRKFRVIRADSYLKNFASDRSHMKDSSGNWREPPPPYPCIETGDSKMNLNDFISMDPKVGWGAVYTLSEFTHRFGSKNC. Result: 0 (no interaction). The miRNA is hsa-miR-4306 with sequence UGGAGAGAAAGGCAGUA.